This data is from Peptide-MHC class I binding affinity with 185,985 pairs from IEDB/IMGT. The task is: Regression. Given a peptide amino acid sequence and an MHC pseudo amino acid sequence, predict their binding affinity value. This is MHC class I binding data. The peptide sequence is QTHFPQFYW. The binding affinity (normalized) is 0.347. The MHC is HLA-A33:01 with pseudo-sequence HLA-A33:01.